Task: Predict the product of the given reaction.. Dataset: Forward reaction prediction with 1.9M reactions from USPTO patents (1976-2016) (1) Given the reactants Br[C:2]1[CH:9]=[C:8]([N:10]2[C:18]3[CH2:17][C:16]([CH3:20])([CH3:19])[CH2:15][C:14](=[O:21])[C:13]=3[C:12]([CH2:22][CH3:23])=[N:11]2)[CH:7]=[CH:6][C:3]=1[C:4]#[N:5].[CH2:24]([O:31][C@H:32]1[CH2:37][CH2:36][CH2:35][CH2:34][C@@H:33]1[NH2:38])[C:25]1[CH:30]=[CH:29][CH:28]=[CH:27][CH:26]=1.CC(C)([O-])C.[Na+], predict the reaction product. The product is: [CH2:24]([O:31][C@H:32]1[CH2:37][CH2:36][CH2:35][CH2:34][C@@H:33]1[NH:38][C:2]1[CH:9]=[C:8]([N:10]2[C:18]3[CH2:17][C:16]([CH3:20])([CH3:19])[CH2:15][C:14](=[O:21])[C:13]=3[C:12]([CH2:22][CH3:23])=[N:11]2)[CH:7]=[CH:6][C:3]=1[C:4]#[N:5])[C:25]1[CH:30]=[CH:29][CH:28]=[CH:27][CH:26]=1. (2) Given the reactants [C:1]([O:5][C:6]([NH:8][C@@H:9]([CH2:13][CH2:14][CH2:15][N:16]([CH3:18])[CH3:17])[C:10]([OH:12])=[O:11])=[O:7])([CH3:4])([CH3:3])[CH3:2].[Si](C=[N+]=[N-])(C)(C)[CH3:20], predict the reaction product. The product is: [C:1]([O:5][C:6]([NH:8][C@@H:9]([CH2:13][CH2:14][CH2:15][N:16]([CH3:18])[CH3:17])[C:10]([O:12][CH3:20])=[O:11])=[O:7])([CH3:4])([CH3:3])[CH3:2].